From a dataset of Aqueous solubility values for 9,982 compounds from the AqSolDB database. Regression/Classification. Given a drug SMILES string, predict its absorption, distribution, metabolism, or excretion properties. Task type varies by dataset: regression for continuous measurements (e.g., permeability, clearance, half-life) or binary classification for categorical outcomes (e.g., BBB penetration, CYP inhibition). For this dataset (solubility_aqsoldb), we predict Y. (1) The drug is COc1ccc(C=O)c(C(=O)O)c1OC. The Y is -1.92 log mol/L. (2) The molecule is C#CC1(O)CCC2C3CCc4cc(O)ccc4C3CCC21C. The Y is -4.47 log mol/L.